Task: Predict the product of the given reaction.. Dataset: Forward reaction prediction with 1.9M reactions from USPTO patents (1976-2016) (1) Given the reactants [NH2:1][C@H:2]([CH2:7][CH3:8])[C:3]([O:5][CH3:6])=[O:4].[C:9]1(=O)[CH2:13][CH2:12][CH2:11][CH2:10]1.C([O-])(=O)C.[Na+].C(O[BH-](OC(=O)C)OC(=O)C)(=O)C.[Na+].C(=O)(O)[O-].[Na+], predict the reaction product. The product is: [CH:9]1([NH:1][C@H:2]([CH2:7][CH3:8])[C:3]([O:5][CH3:6])=[O:4])[CH2:13][CH2:12][CH2:11][CH2:10]1. (2) Given the reactants [CH2:1]([O:3][C:4]([C:6]1[O:10][C:9](Cl)=[N:8][CH:7]=1)=[O:5])[CH3:2].[C:12]([C:14]1[CH:19]=[CH:18][C:17](B(O)O)=[C:16]([F:23])[CH:15]=1)#[N:13], predict the reaction product. The product is: [CH2:1]([O:3][C:4]([C:6]1[O:10][C:9]([C:17]2[CH:18]=[CH:19][C:14]([C:12]#[N:13])=[CH:15][C:16]=2[F:23])=[N:8][CH:7]=1)=[O:5])[CH3:2]. (3) Given the reactants [NH:1]1[CH2:4][CH2:3][CH:2]1[C:5]([O:7][CH2:8][C:9]1[CH:14]=[CH:13][CH:12]=[CH:11][CH:10]=1)=[O:6].C(=O)([O-])[O-].[K+].[K+].Cl[C:22]([O:24][CH2:25][C:26]1[CH:31]=[CH:30][CH:29]=[CH:28][CH:27]=1)=[O:23], predict the reaction product. The product is: [N:1]1([C:22]([O:24][CH2:25][C:26]2[CH:31]=[CH:30][CH:29]=[CH:28][CH:27]=2)=[O:23])[CH2:4][CH2:3][CH:2]1[C:5]([O:7][CH2:8][C:9]1[CH:14]=[CH:13][CH:12]=[CH:11][CH:10]=1)=[O:6]. (4) Given the reactants S(O[CH:12]1[CH2:17][CH2:16][CH:15]([C:18]([O:20][CH2:21][CH3:22])=[O:19])[CH2:14][CH2:13]1)(C1C=CC(C)=CC=1)(=O)=O.[NH:23]1[CH:27]=[CH:26][CH:25]=[N:24]1.C(=O)([O-])[O-].[Cs+].[Cs+], predict the reaction product. The product is: [N:23]1([CH:12]2[CH2:13][CH2:14][CH:15]([C:18]([O:20][CH2:21][CH3:22])=[O:19])[CH2:16][CH2:17]2)[CH:27]=[CH:26][CH:25]=[N:24]1. (5) Given the reactants C([O:8][N:9]([CH2:12][C@@H:13]([CH2:17][CH2:18][CH2:19][CH3:20])[C:14]([OH:16])=O)[CH:10]=[O:11])C1C=CC=CC=1.[NH:21]1[CH2:25][CH2:24][CH2:23][C@H:22]1[C:26]1[S:27][CH:28]=[C:29]([C:31]([NH2:33])=[O:32])[N:30]=1, predict the reaction product. The product is: [CH:10]([N:9]([CH2:12][C@@H:13]([CH2:17][CH2:18][CH2:19][CH3:20])[C:14]([N:21]1[CH2:25][CH2:24][CH2:23][C@H:22]1[C:26]1[S:27][CH:28]=[C:29]([C:31]([NH2:33])=[O:32])[N:30]=1)=[O:16])[OH:8])=[O:11]. (6) Given the reactants [CH3:1][O:2][C:3](=[O:16])[C:4]1[CH:9]=[CH:8][C:7]([O:10][CH2:11][CH2:12][Cl:13])=[C:6]([O:14][CH3:15])[CH:5]=1.C(OC(=O)C)(=O)C.[N+:24]([O-])([OH:26])=[O:25], predict the reaction product. The product is: [CH3:1][O:2][C:3](=[O:16])[C:4]1[CH:5]=[C:6]([O:14][CH3:15])[C:7]([O:10][CH2:11][CH2:12][Cl:13])=[CH:8][C:9]=1[N+:24]([O-:26])=[O:25]. (7) Given the reactants [C:1]([N:4]1[C:13]2[C:8](=[CH:9][C:10]([Br:14])=[CH:11][CH:12]=2)[CH:7]([NH:15]C=O)[CH2:6][CH:5]1[CH2:18][CH2:19][CH3:20])(=[O:3])[CH3:2].Cl.C([O-])(O)=O.[Na+], predict the reaction product. The product is: [C:1]([N:4]1[C:13]2[C:8](=[CH:9][C:10]([Br:14])=[CH:11][CH:12]=2)[C@H:7]([NH2:15])[CH2:6][C@@H:5]1[CH2:18][CH2:19][CH3:20])(=[O:3])[CH3:2]. (8) Given the reactants [CH:1]([O:4][C:5]1[CH:13]=[CH:12][C:11]([S:14]([CH3:17])(=[O:16])=[O:15])=[CH:10][C:6]=1[C:7]([OH:9])=O)([CH3:3])[CH3:2].[CH2:18]([O:20][C:21]1[CH:35]=[CH:34][C:24]2[N:25]=[C:26]([N:28]3[CH2:33][CH2:32][NH:31][CH2:30][CH2:29]3)[S:27][C:23]=2[CH:22]=1)[CH3:19], predict the reaction product. The product is: [CH2:18]([O:20][C:21]1[CH:35]=[CH:34][C:24]2[N:25]=[C:26]([N:28]3[CH2:33][CH2:32][N:31]([C:7]([C:6]4[CH:10]=[C:11]([S:14]([CH3:17])(=[O:16])=[O:15])[CH:12]=[CH:13][C:5]=4[O:4][CH:1]([CH3:2])[CH3:3])=[O:9])[CH2:30][CH2:29]3)[S:27][C:23]=2[CH:22]=1)[CH3:19].